This data is from Full USPTO retrosynthesis dataset with 1.9M reactions from patents (1976-2016). The task is: Predict the reactants needed to synthesize the given product. (1) Given the product [CH2:19]([O:18][C:14](=[O:17])[CH2:15][CH2:16][N:4]1[CH2:5][CH2:6][CH2:7][C@H:3]1[CH3:2])[CH3:20], predict the reactants needed to synthesize it. The reactants are: Cl.[CH3:2][C@@H:3]1[CH2:7][CH2:6][CH2:5][NH:4]1.C([O-])([O-])=O.[K+].[K+].[C:14]([O:18][CH2:19][CH3:20])(=[O:17])[CH:15]=[CH2:16].CCO. (2) Given the product [N:35]1[CH:36]=[CH:37][C:32]([C:7]2[CH2:13][CH:12]3[N:14]([C:15]([O:17][C:18]([CH3:21])([CH3:20])[CH3:19])=[O:16])[CH:9]([CH2:10][CH2:11]3)[CH:8]=2)=[CH:33][CH:34]=1, predict the reactants needed to synthesize it. The reactants are: FC(F)(F)S(O[C:7]1[CH2:13][CH:12]2[N:14]([C:15]([O:17][C:18]([CH3:21])([CH3:20])[CH3:19])=[O:16])[CH:9]([CH2:10][CH2:11]2)[CH:8]=1)(=O)=O.CC1(C)C(C)(C)OB([C:32]2[CH:37]=[CH:36][N:35]=[CH:34][CH:33]=2)O1.[Cl-].[Li+].P([O-])([O-])([O-])=O.[K+].[K+].[K+]. (3) Given the product [NH:8]1[CH2:9][CH2:10][CH:11]([CH2:14][N:15]2[CH2:16][CH2:17][CH:18]([CH2:21][NH:22][C:23]([C:25]3[C:33]4[N:32]=[C:31]([C:34]([CH3:37])([CH3:36])[CH3:35])[NH:30][C:29]=4[CH:28]=[CH:27][CH:26]=3)=[O:24])[CH2:19][CH2:20]2)[CH2:12][CH2:13]1, predict the reactants needed to synthesize it. The reactants are: C(OC([N:8]1[CH2:13][CH2:12][CH:11]([CH2:14][N:15]2[CH2:20][CH2:19][CH:18]([CH2:21][NH:22][C:23]([C:25]3[C:33]4[N:32]=[C:31]([C:34]([CH3:37])([CH3:36])[CH3:35])[NH:30][C:29]=4[CH:28]=[CH:27][CH:26]=3)=[O:24])[CH2:17][CH2:16]2)[CH2:10][CH2:9]1)=O)(C)(C)C.FC(F)(F)C(O)=O. (4) Given the product [Br:29][C:30]1[CH:31]=[C:32]([CH2:37][NH:38][C:23](=[O:24])[CH2:22][C:21]([NH:20][CH2:19][C:10]2[C:11]([NH:12][CH:13]3[CH2:14][CH2:15][O:16][CH2:17][CH2:18]3)=[C:6]3[CH:5]=[N:4][N:3]([CH2:1][CH3:2])[C:7]3=[N:8][C:9]=2[CH2:27][CH3:28])=[O:26])[CH:33]=[CH:34][C:35]=1[F:36], predict the reactants needed to synthesize it. The reactants are: [CH2:1]([N:3]1[C:7]2=[N:8][C:9]([CH2:27][CH3:28])=[C:10]([CH2:19][NH:20][C:21](=[O:26])[CH2:22][C:23](O)=[O:24])[C:11]([NH:12][CH:13]3[CH2:18][CH2:17][O:16][CH2:15][CH2:14]3)=[C:6]2[CH:5]=[N:4]1)[CH3:2].[Br:29][C:30]1[CH:31]=[C:32]([CH2:37][NH2:38])[CH:33]=[CH:34][C:35]=1[F:36].CN(C(ON1N=NC2C=CC=NC1=2)=[N+](C)C)C.F[P-](F)(F)(F)(F)F.C(N(CC)CC)C. (5) Given the product [C:23]([O:22][C:20]([N:19]([CH2:27][C:28]([O:30][C:31]([CH3:34])([CH3:33])[CH3:32])=[O:29])[C:17]1[CH:16]=[CH:15][CH:14]=[C:13]([CH2:12][NH:11][S:7]([C:2]2[CH:3]=[CH:4][CH:5]=[CH:6][N:1]=2)(=[O:9])=[O:8])[N:18]=1)=[O:21])([CH3:26])([CH3:25])[CH3:24], predict the reactants needed to synthesize it. The reactants are: [N:1]1[CH:6]=[CH:5][CH:4]=[CH:3][C:2]=1[S:7](Cl)(=[O:9])=[O:8].[NH2:11][CH2:12][C:13]1[N:18]=[C:17]([N:19]([CH2:27][C:28]([O:30][C:31]([CH3:34])([CH3:33])[CH3:32])=[O:29])[C:20]([O:22][C:23]([CH3:26])([CH3:25])[CH3:24])=[O:21])[CH:16]=[CH:15][CH:14]=1.C(N(CC)CC)C.S([O-])(O)(=O)=O.[K+].